Dataset: Peptide-MHC class I binding affinity with 185,985 pairs from IEDB/IMGT. Task: Regression. Given a peptide amino acid sequence and an MHC pseudo amino acid sequence, predict their binding affinity value. This is MHC class I binding data. (1) The peptide sequence is GIMTIDLDPV. The MHC is HLA-A02:17 with pseudo-sequence HLA-A02:17. The binding affinity (normalized) is 0.294. (2) The peptide sequence is QLEVRSTEV. The MHC is HLA-B51:01 with pseudo-sequence HLA-B51:01. The binding affinity (normalized) is 0.0847. (3) The peptide sequence is VLLDSITRL. The MHC is HLA-A02:01 with pseudo-sequence HLA-A02:01. The binding affinity (normalized) is 1.00. (4) The peptide sequence is TEGEGRVIL. The MHC is HLA-B15:01 with pseudo-sequence HLA-B15:01. The binding affinity (normalized) is 0.0847. (5) The peptide sequence is IMSMMNITRL. The MHC is HLA-A02:03 with pseudo-sequence HLA-A02:03. The binding affinity (normalized) is 0.569. (6) The binding affinity (normalized) is 0.0847. The MHC is HLA-A30:01 with pseudo-sequence HLA-A30:01. The peptide sequence is YTGPDHQEW. (7) The peptide sequence is KIGVICSSY. The MHC is HLA-A01:01 with pseudo-sequence HLA-A01:01. The binding affinity (normalized) is 0.0847.